This data is from Catalyst prediction with 721,799 reactions and 888 catalyst types from USPTO. The task is: Predict which catalyst facilitates the given reaction. (1) Reactant: [Br:1][C:2]1[CH:7]=[C:6]([C:8]([F:11])([F:10])[F:9])[CH:5]=[C:4]([N+:12]([O-])=O)[C:3]=1[OH:15].[O-]S([O-])(=S)=O.[Na+].[Na+]. Product: [NH2:12][C:4]1[CH:5]=[C:6]([C:8]([F:9])([F:10])[F:11])[CH:7]=[C:2]([Br:1])[C:3]=1[OH:15]. The catalyst class is: 40. (2) Product: [CH3:13][C@:12]12[CH2:14][CH2:15][C@H:16]3[C@@H:7]([CH2:6][CH:5]=[C:4]4[C@:17]3([CH3:20])[CH2:18][CH2:19][C:2](=[O:1])[CH2:3]4)[C@@H:8]1[CH2:9][CH2:10][C:11]2=[O:21]. The catalyst class is: 1. Reactant: [OH:1][C@H:2]1[CH2:19][CH2:18][C@@:17]2([CH3:20])[C:4](=[CH:5][CH2:6][C@@H:7]3[C@@H:16]2[CH2:15][CH2:14][C@@:12]2([CH3:13])[C@H:8]3[CH2:9][CH2:10][C:11]2=[O:21])[CH2:3]1. (3) Reactant: ClC(Cl)(Cl)C([N:5]1[CH2:10][CH2:9][N:8]([C:11]2[CH:16]=[C:15]([S:17]([N:20]3[C:28]4[C:23](=[CH:24][C:25]([Br:29])=[CH:26][CH:27]=4)[C:22]([CH:30]([F:32])[F:31])=[CH:21]3)(=[O:19])=[O:18])[CH:14]=[CH:13][C:12]=2[O:33][CH3:34])[CH2:7][CH2:6]1)=O.[OH-].[K+]. Product: [F:32][CH:30]([F:31])[C:22]1[C:23]2[C:28](=[CH:27][CH:26]=[C:25]([Br:29])[CH:24]=2)[N:20]([S:17]([C:15]2[CH:14]=[CH:13][C:12]([O:33][CH3:34])=[C:11]([N:8]3[CH2:9][CH2:10][NH:5][CH2:6][CH2:7]3)[CH:16]=2)(=[O:19])=[O:18])[CH:21]=1. The catalyst class is: 1. (4) Reactant: [NH2:1][C:2]1[CH:3]=[N:4][C:5]2[C:10]([C:11]=1[NH:12][C:13]1[CH:18]=[CH:17][C:16]([CH2:19][CH2:20][C:21]#[N:22])=[CH:15][CH:14]=1)=[CH:9][C:8]([Br:23])=[C:7]([Cl:24])[CH:6]=2.[N:25]#[C:26]Br. Product: [NH2:25][C:26]1[N:12]([C:13]2[CH:14]=[CH:15][C:16]([CH2:19][CH2:20][C:21]#[N:22])=[CH:17][CH:18]=2)[C:11]2[C:10]3[CH:9]=[C:8]([Br:23])[C:7]([Cl:24])=[CH:6][C:5]=3[N:4]=[CH:3][C:2]=2[N:1]=1. The catalyst class is: 8. (5) Reactant: [C:1]([O:5][C:6]([N:8]1[CH2:12][CH2:11][C@H:10]([OH:13])[C@H:9]1[C:14](O)=[O:15])=[O:7])([CH3:4])([CH3:3])[CH3:2]. Product: [OH:13][C@H:10]1[CH2:11][CH2:12][N:8]([C:6]([O:5][C:1]([CH3:2])([CH3:3])[CH3:4])=[O:7])[C@@H:9]1[CH2:14][OH:15]. The catalyst class is: 1.